Dataset: Forward reaction prediction with 1.9M reactions from USPTO patents (1976-2016). Task: Predict the product of the given reaction. (1) Given the reactants FC(F)(F)C(O)=O.[CH3:8][C:9]1([CH3:27])[C:13]([CH3:15])([CH3:14])[O:12][B:11]([C:16]2[CH:17]=[CH:18][C:19]3[O:25][CH2:24][CH2:23][N:22]=[CH:21][C:20]=3[CH:26]=2)[O:10]1.Cl[C:29]1[C:34]([CH2:35][C:36]2[CH:41]=[CH:40][C:39]([F:42])=[CH:38][CH:37]=2)=[C:33]([CH3:43])[N:32]=[CH:31][N:30]=1.C(N(CC)C(C)C)(C)C, predict the reaction product. The product is: [F:42][C:39]1[CH:38]=[CH:37][C:36]([CH2:35][C:34]2[C:29]([N:22]3[CH2:21][C:20]4[CH:26]=[C:16]([B:11]5[O:10][C:9]([CH3:27])([CH3:8])[C:13]([CH3:14])([CH3:15])[O:12]5)[CH:17]=[CH:18][C:19]=4[O:25][CH2:24][CH2:23]3)=[N:30][CH:31]=[N:32][C:33]=2[CH3:43])=[CH:41][CH:40]=1. (2) The product is: [C:20]([C:23]1[CH:28]=[CH:27][C:26]([C:17]2[CH:16]=[N:15][C:10]3[NH:11][CH2:12][C:13](=[O:14])[N:8]([CH2:1][C:2]4[CH:7]=[CH:6][CH:5]=[CH:4][CH:3]=4)[C:9]=3[CH:18]=2)=[CH:25][CH:24]=1)(=[O:22])[CH3:21]. Given the reactants [CH2:1]([N:8]1[C:13](=[O:14])[CH2:12][NH:11][C:10]2[N:15]=[CH:16][C:17](I)=[CH:18][C:9]1=2)[C:2]1[CH:7]=[CH:6][CH:5]=[CH:4][CH:3]=1.[C:20]([C:23]1[CH:28]=[CH:27][C:26](B(O)O)=[CH:25][CH:24]=1)(=[O:22])[CH3:21], predict the reaction product. (3) Given the reactants [CH2:1]([NH:5][C:6]1[CH:15]=[CH:14][C:13]([F:16])=[CH:12][C:7]=1[C:8]([O:10]C)=[O:9])[CH2:2][CH2:3][CH3:4].O1CCCC1.[OH-].[Li+], predict the reaction product. The product is: [CH2:1]([NH:5][C:6]1[CH:15]=[CH:14][C:13]([F:16])=[CH:12][C:7]=1[C:8]([OH:10])=[O:9])[CH2:2][CH2:3][CH3:4]. (4) The product is: [I-:2].[C:16]([C@@H:6]1[CH2:5][C@H:4]([F:3])[CH2:8][N:7]1[C:9]([N:11]1[CH:15]=[CH:14][N+:13]([CH3:1])=[CH:12]1)=[O:10])#[N:17]. Given the reactants [CH3:1][I:2].[F:3][C@@H:4]1[CH2:8][N:7]([C:9]([N:11]2[CH:15]=[CH:14][N:13]=[CH:12]2)=[O:10])[C@H:6]([C:16]#[N:17])[CH2:5]1, predict the reaction product. (5) Given the reactants [CH3:1][CH:2](OS(C1C=CC(C)=CC=1)(=O)=O)[CH2:3][CH2:4][C:5]1[CH:10]=[CH:9][C:8]([C:11]2[CH:16]=[CH:15][N:14]=[C:13]([NH:17][CH:18]3[CH2:23][C:22]([CH3:25])([CH3:24])[NH:21][C:20]([CH3:27])([CH3:26])[CH2:19]3)[N:12]=2)=[CH:7][CH:6]=1.[N-:39]=[N+:40]=[N-:41].[Na+], predict the reaction product. The product is: [N:39]([CH:2]([CH3:1])[CH2:3][CH2:4][C:5]1[CH:10]=[CH:9][C:8]([C:11]2[CH:16]=[CH:15][N:14]=[C:13]([NH:17][CH:18]3[CH2:19][C:20]([CH3:27])([CH3:26])[NH:21][C:22]([CH3:24])([CH3:25])[CH2:23]3)[N:12]=2)=[CH:7][CH:6]=1)=[N+:40]=[N-:41]. (6) Given the reactants [CH2:1](Br)[CH:2]1[O:6][CH2:5][CH2:4][CH2:3]1.[NH:8]1[CH2:13][CH2:12][O:11][CH2:10][CH2:9]1.[I-].[Na+].O1CCCC1, predict the reaction product. The product is: [CH2:1]([N:8]1[CH2:13][CH2:12][O:11][CH2:10][CH2:9]1)[CH:2]1[O:6][CH2:5][CH2:4][CH2:3]1. (7) Given the reactants Cl[C:2]1[N:7]=[C:6]([C:8]2[CH:13]=[CH:12][CH:11]=[C:10]([O:14][CH:15]([CH3:17])[CH3:16])[CH:9]=2)[CH:5]=[CH:4][N:3]=1.[NH2:18][CH2:19][CH2:20][C:21]1[CH:26]=[CH:25][C:24]([OH:27])=[C:23]([O:28][CH3:29])[CH:22]=1, predict the reaction product. The product is: [CH:15]([O:14][C:10]1[CH:9]=[C:8]([C:6]2[CH:5]=[CH:4][N:3]=[C:2]([NH:18][CH2:19][CH2:20][C:21]3[CH:26]=[CH:25][C:24]([OH:27])=[C:23]([O:28][CH3:29])[CH:22]=3)[N:7]=2)[CH:13]=[CH:12][CH:11]=1)([CH3:17])[CH3:16]. (8) Given the reactants Cl.[NH2:2][C@H:3]([C:9]([OH:11])=O)[CH2:4][CH2:5][CH2:6][CH2:7][NH2:8].[OH-].[Na+], predict the reaction product. The product is: [NH2:2][CH:3]1[CH2:4][CH2:5][CH2:6][CH2:7][NH:8][C:9]1=[O:11]. (9) The product is: [CH3:29][C:25]1[CH:26]=[CH:27][CH:28]=[C:3]([CH3:2])[C:4]=1[CH:5]=[CH:30][C:32]1[CH:33]=[C:34]([CH:39]=[CH:40][CH:41]=1)[C:35]([O:37][CH3:38])=[O:36]. Given the reactants [Br-].[CH3:2][C:3]1[CH:28]=[CH:27][CH:26]=[C:25]([CH3:29])[C:4]=1[CH2:5][P+](C1C=CC=CC=1)(C1C=CC=CC=1)C1C=CC=CC=1.[CH:30]([C:32]1[CH:33]=[C:34]([CH:39]=[CH:40][CH:41]=1)[C:35]([O:37][CH3:38])=[O:36])=O, predict the reaction product.